Dataset: Full USPTO retrosynthesis dataset with 1.9M reactions from patents (1976-2016). Task: Predict the reactants needed to synthesize the given product. (1) Given the product [ClH:28].[N:1]12[CH2:8][CH2:7][CH:4]([CH2:5][CH2:6]1)[C@H:3]([NH:9][C:10]([C:12]1[CH:13]=[CH:14][CH:15]=[C:16]3[O:20][C:19]([CH2:21][C:22]4[CH:27]=[CH:26][CH:25]=[CH:24][CH:23]=4)=[N:18][C:17]=13)=[O:11])[CH2:2]2, predict the reactants needed to synthesize it. The reactants are: [N:1]12[CH2:8][CH2:7][CH:4]([CH2:5][CH2:6]1)[C@H:3]([NH:9][C:10]([C:12]1[CH:13]=[CH:14][CH:15]=[C:16]3[O:20][C:19]([CH2:21][C:22]4[CH:27]=[CH:26][CH:25]=[CH:24][CH:23]=4)=[N:18][C:17]=13)=[O:11])[CH2:2]2.[ClH:28]. (2) Given the product [CH3:28][C:22]1([CH3:29])[CH2:21][C:20]2[CH:19]=[C:18]3[N:25]([CH2:26][CH2:27][N:16]([C:12]4[C:11]([CH2:31][OH:32])=[C:10]([C:4]5[CH:3]=[C:2]([NH:33][C:34]6[CH:39]=[CH:38][N:37]=[C:36]([N:40]7[CH2:44][CH2:43][CH:42]([C:45]([OH:47])=[O:46])[CH2:41]7)[N:35]=6)[C:7](=[O:8])[N:6]([CH3:9])[CH:5]=5)[CH:15]=[CH:14][N:13]=4)[C:17]3=[O:30])[C:24]=2[CH2:23]1, predict the reactants needed to synthesize it. The reactants are: Br[C:2]1[C:7](=[O:8])[N:6]([CH3:9])[CH:5]=[C:4]([C:10]2[CH:15]=[CH:14][N:13]=[C:12]([N:16]3[CH2:27][CH2:26][N:25]4[C:18](=[CH:19][C:20]5[CH2:21][C:22]([CH3:29])([CH3:28])[CH2:23][C:24]=54)[C:17]3=[O:30])[C:11]=2[CH2:31][OH:32])[CH:3]=1.[NH2:33][C:34]1[CH:39]=[CH:38][N:37]=[C:36]([N:40]2[CH2:44][CH2:43][CH:42]([C:45]([OH:47])=[O:46])[CH2:41]2)[N:35]=1.CC1(C)C2C(=C(P(C3C=CC=CC=3)C3C=CC=CC=3)C=CC=2)OC2C(P(C3C=CC=CC=3)C3C=CC=CC=3)=CC=CC1=2.C([O-])([O-])=O.[Cs+].[Cs+]. (3) Given the product [CH3:39][O:24][C:22](=[O:23])[CH2:21][CH2:20][C:17]1[CH:18]=[CH:19][C:14]([CH2:13][N:12]2[C:11]3[CH:25]=[C:26]([F:30])[C:27]([F:29])=[CH:28][C:10]=3[N:9]=[C:8]2[C:5]2[CH:6]=[CH:7][C:2]([Cl:1])=[CH:3][C:4]=2[O:31][CH2:32][CH:33]2[CH2:35][CH2:34]2)=[CH:15][CH:16]=1, predict the reactants needed to synthesize it. The reactants are: [Cl:1][C:2]1[CH:7]=[CH:6][C:5]([C:8]2[N:12]([CH2:13][C:14]3[CH:19]=[CH:18][C:17]([CH2:20][CH2:21][C:22]([OH:24])=[O:23])=[CH:16][CH:15]=3)[C:11]3[CH:25]=[C:26]([F:30])[C:27]([F:29])=[CH:28][C:10]=3[N:9]=2)=[C:4]([O:31][CH2:32][CH:33]2CC[CH2:35][CH2:34]2)[CH:3]=1.Br[CH2:39]C1CC1. (4) Given the product [F:10][C:4]([F:9])([S:5]([F:8])(=[O:6])=[O:7])[C:3]([F:11])([F:12])[CH:2]([F:1])[F:17], predict the reactants needed to synthesize it. The reactants are: [F:1][C:2]([F:17])(S(F)(=O)=O)[C:3]([F:12])([F:11])[C:4]([F:10])([F:9])[S:5]([F:8])(=[O:7])=[O:6].C(N(CC)CC)C.C(OCC)(=O)C. (5) Given the product [Cl:1][C:2]1[CH:3]=[C:4]([C@@H:8]([CH:18]=[CH2:19])[C@H:9]([NH:10][S:37](/[CH:29]=[CH:30]/[C:31]2[CH:36]=[CH:35][CH:34]=[CH:33][CH:32]=2)(=[O:39])=[O:38])[C:11]2[CH:12]=[CH:13][C:14]([Cl:17])=[CH:15][CH:16]=2)[CH:5]=[CH:6][CH:7]=1, predict the reactants needed to synthesize it. The reactants are: [Cl:1][C:2]1[CH:3]=[C:4]([C@@H:8]([CH:18]=[CH2:19])[C@@H:9]([C:11]2[CH:16]=[CH:15][C:14]([Cl:17])=[CH:13][CH:12]=2)[NH2:10])[CH:5]=[CH:6][CH:7]=1.C(N(CC)C(C)C)(C)C.[CH:29](/[S:37](Cl)(=[O:39])=[O:38])=[CH:30]\[C:31]1[CH:36]=[CH:35][CH:34]=[CH:33][CH:32]=1. (6) Given the product [F:15][C:12]1[CH:13]=[CH:14][C:9]([CH:8]([C:5]2[CH:4]=[CH:3][C:2]([F:1])=[CH:7][CH:6]=2)[NH:16][C:17](=[O:31])[CH2:18][CH:19]2[CH2:23][CH2:22][N:21]([CH2:24][C:53]3[CH:52]=[CH:51][N:50]([C:47]4[CH:46]=[CH:45][C:44]([C:43]([F:57])([F:58])[F:42])=[CH:49][N:48]=4)[CH:54]=3)[CH2:20]2)=[CH:10][CH:11]=1, predict the reactants needed to synthesize it. The reactants are: [F:1][C:2]1[CH:7]=[CH:6][C:5]([CH:8]([NH:16][C:17](=[O:31])[CH2:18][CH:19]2[CH2:23][CH2:22][N:21]([C:24](OC(C)(C)C)=O)[CH2:20]2)[C:9]2[CH:14]=[CH:13][C:12]([F:15])=[CH:11][CH:10]=2)=[CH:4][CH:3]=1.Cl.CCN(C(C)C)C(C)C.[F:42][C:43]([F:58])([F:57])[C:44]1[CH:45]=[CH:46][C:47]([N:50]2[CH:54]=[CH:53][C:52](C=O)=[CH:51]2)=[N:48][CH:49]=1. (7) Given the product [ClH:30].[NH:20]1[CH2:21][CH2:22][C@H:18]([O:17][C:15]2[N:16]=[C:7]([C:4]3[NH:3][C:2](=[O:1])[NH:6][N:5]=3)[CH:8]=[C:9]3[C:14]=2[N:13]=[CH:12][CH:11]=[CH:10]3)[CH2:19]1, predict the reactants needed to synthesize it. The reactants are: [O:1]=[C:2]1[NH:6][N:5]=[C:4]([C:7]2[CH:8]=[C:9]3[C:14](=[C:15]([O:17][C@H:18]4[CH2:22][CH2:21][N:20](C(OC(C)(C)C)=O)[CH2:19]4)[N:16]=2)[N:13]=[CH:12][CH:11]=[CH:10]3)[NH:3]1.[ClH:30]. (8) The reactants are: [CH2:1]([O:8][C:9]1[CH:14]=[CH:13][CH:12]=[CH:11][C:10]=1[C:15](=O)[CH3:16])[C:2]1[CH:7]=[CH:6][CH:5]=[CH:4][CH:3]=1.C(O[NH:23][C@H:24]([CH:34]=O)[C:25](=C=O)[C:26]1[CH:31]=[CH:30][CH:29]=[CH:28][CH:27]=1)(C)(C)C.[C:36]([CH2:38][C:39]([O:41][C:42]([CH3:45])([CH3:44])[CH3:43])=[O:40])#[N:37].[C:46]([O-:49])(=[O:48])C.[NH4+:50]. Given the product [NH2:37][C:36]1[NH:50][C:15]([C:10]2[CH:11]=[CH:12][CH:13]=[CH:14][C:9]=2[O:8][CH2:1][C:2]2[CH:7]=[CH:6][CH:5]=[CH:4][CH:3]=2)=[CH:16][CH:34]([CH:24]([NH:23][C:46]([O:49][C:2]([CH3:7])([CH3:3])[CH3:1])=[O:48])[CH2:25][C:26]2[CH:27]=[CH:28][CH:29]=[CH:30][CH:31]=2)[C:38]=1[C:39]([O:41][C:42]([CH3:45])([CH3:44])[CH3:43])=[O:40], predict the reactants needed to synthesize it. (9) Given the product [C:28]1([C:33]2[CH:34]=[CH:35][CH:36]=[CH:37][CH:38]=2)[CH:29]=[CH:30][CH:31]=[CH:32][C:27]=1[CH2:26][N:23]1[CH2:22][CH2:21][N:20]([C:15]2[CH:16]=[CH:17][CH:18]=[CH:19][C:14]=2[CH2:13][N:12]2[C:11]3[CH:39]=[CH:40][CH:41]=[CH:42][C:10]=3[N:9]([CH2:43][CH2:44][CH2:45][O:46][C:47]3[CH:48]=[CH:49][C:50]([F:53])=[CH:51][CH:52]=3)[C:8]2=[NH:7])[CH2:25][CH2:24]1, predict the reactants needed to synthesize it. The reactants are: C(OC(=O)[N:7]=[C:8]1[N:12]([CH2:13][C:14]2[CH:19]=[CH:18][CH:17]=[CH:16][C:15]=2[N:20]2[CH2:25][CH2:24][N:23]([CH2:26][C:27]3[CH:32]=[CH:31][CH:30]=[CH:29][C:28]=3[C:33]3[CH:38]=[CH:37][CH:36]=[CH:35][CH:34]=3)[CH2:22][CH2:21]2)[C:11]2[CH:39]=[CH:40][CH:41]=[CH:42][C:10]=2[N:9]1[CH2:43][CH2:44][CH2:45][O:46][C:47]1[CH:52]=[CH:51][C:50]([F:53])=[CH:49][CH:48]=1)(C)(C)C.C(O)(C(F)(F)F)=O.